This data is from Catalyst prediction with 721,799 reactions and 888 catalyst types from USPTO. The task is: Predict which catalyst facilitates the given reaction. (1) Reactant: [C:1]1([S:11]([C:14]2[C:22]3[C:17](=[CH:18][CH:19]=[C:20]([NH2:23])[CH:21]=3)[NH:16][N:15]=2)(=[O:13])=[O:12])[C:10]2[C:5](=[CH:6][CH:7]=[CH:8][CH:9]=2)[CH:4]=[CH:3][CH:2]=1.[C:24]([N:31]1[CH2:36][CH2:35][C:34](=O)[CH2:33][CH2:32]1)([O:26][C:27]([CH3:30])([CH3:29])[CH3:28])=[O:25].C(O[BH-](OC(=O)C)OC(=O)C)(=O)C.[Na+].C(O)(=O)C. Product: [C:27]([O:26][C:24]([N:31]1[CH2:36][CH2:35][CH:34]([NH:23][C:20]2[CH:21]=[C:22]3[C:17](=[CH:18][CH:19]=2)[NH:16][N:15]=[C:14]3[S:11]([C:1]2[C:10]3[C:5](=[CH:6][CH:7]=[CH:8][CH:9]=3)[CH:4]=[CH:3][CH:2]=2)(=[O:13])=[O:12])[CH2:33][CH2:32]1)=[O:25])([CH3:30])([CH3:28])[CH3:29]. The catalyst class is: 279. (2) Reactant: [CH3:1][CH:2]([C:16]([OH:18])=[O:17])[C:3]1[CH:4]=[CH:5][C:6]([C:10]2[CH:11]=[CH:12][CH:13]=[CH:14][CH:15]=2)=[C:7]([F:9])[CH:8]=1.[N:19]1[CH:24]=[CH:23][C:22](/[CH:25]=[CH:26]/[C:27]2[CH:32]=[CH:31][N:30]=[CH:29][CH:28]=2)=[CH:21][CH:20]=1. Product: [CH3:1][CH:2]([C:16]([OH:18])=[O:17])[C:3]1[CH:4]=[CH:5][C:6]([C:10]2[CH:15]=[CH:14][CH:13]=[CH:12][CH:11]=2)=[C:7]([F:9])[CH:8]=1.[N:19]1[CH:24]=[CH:23][C:22]([CH:25]=[CH:26][C:27]2[CH:28]=[CH:29][N:30]=[CH:31][CH:32]=2)=[CH:21][CH:20]=1. The catalyst class is: 21. (3) Reactant: [N:1]1([CH2:7][CH2:8][CH2:9][N:10]2[CH2:15][CH2:14][N:13](C(OC(C)(C)C)=O)[CH2:12][C:11]2=[O:23])[CH2:6][CH2:5][O:4][CH2:3][CH2:2]1.[ClH:24]. Product: [ClH:24].[N:1]1([CH2:7][CH2:8][CH2:9][N:10]2[CH2:15][CH2:14][NH:13][CH2:12][C:11]2=[O:23])[CH2:6][CH2:5][O:4][CH2:3][CH2:2]1. The catalyst class is: 13.